Dataset: Full USPTO retrosynthesis dataset with 1.9M reactions from patents (1976-2016). Task: Predict the reactants needed to synthesize the given product. (1) The reactants are: [Br:1][C:2]1[C:7]([CH:8]=O)=[C:6](F)[C:5]([F:11])=[CH:4][CH:3]=1.[C:12]([O:16][CH3:17])(=[O:15])[CH2:13][SH:14]. Given the product [Br:1][C:2]1[C:7]2[CH:8]=[C:13]([C:12]([O:16][CH3:17])=[O:15])[S:14][C:6]=2[C:5]([F:11])=[CH:4][CH:3]=1, predict the reactants needed to synthesize it. (2) Given the product [Cl:13][C:14]1[C:15]([F:22])=[C:16](/[CH:17]=[C:6](/[C:5]2[CH:9]=[CH:10][C:2]([Cl:1])=[CH:3][C:4]=2[O:11][CH3:12])\[C:7]#[N:8])[CH:19]=[CH:20][CH:21]=1, predict the reactants needed to synthesize it. The reactants are: [Cl:1][C:2]1[CH:10]=[CH:9][C:5]([CH2:6][C:7]#[N:8])=[C:4]([O:11][CH3:12])[CH:3]=1.[Cl:13][C:14]1[C:15]([F:22])=[C:16]([CH:19]=[CH:20][CH:21]=1)[CH:17]=O.C[O-].[Na+].